From a dataset of NCI-60 drug combinations with 297,098 pairs across 59 cell lines. Regression. Given two drug SMILES strings and cell line genomic features, predict the synergy score measuring deviation from expected non-interaction effect. (1) Drug 1: CNC(=O)C1=NC=CC(=C1)OC2=CC=C(C=C2)NC(=O)NC3=CC(=C(C=C3)Cl)C(F)(F)F. Drug 2: COC1=C2C(=CC3=C1OC=C3)C=CC(=O)O2. Cell line: MALME-3M. Synergy scores: CSS=-1.14, Synergy_ZIP=1.53, Synergy_Bliss=2.42, Synergy_Loewe=-0.312, Synergy_HSA=-1.02. (2) Drug 1: CC1=C(N=C(N=C1N)C(CC(=O)N)NCC(C(=O)N)N)C(=O)NC(C(C2=CN=CN2)OC3C(C(C(C(O3)CO)O)O)OC4C(C(C(C(O4)CO)O)OC(=O)N)O)C(=O)NC(C)C(C(C)C(=O)NC(C(C)O)C(=O)NCCC5=NC(=CS5)C6=NC(=CS6)C(=O)NCCC[S+](C)C)O. Drug 2: C1=NC2=C(N1)C(=S)N=CN2. Cell line: HOP-62. Synergy scores: CSS=52.3, Synergy_ZIP=-10.7, Synergy_Bliss=-12.8, Synergy_Loewe=-5.80, Synergy_HSA=-3.47. (3) Drug 1: CC12CCC(CC1=CCC3C2CCC4(C3CC=C4C5=CN=CC=C5)C)O. Drug 2: C1=CC(=CC=C1CC(C(=O)O)N)N(CCCl)CCCl.Cl. Cell line: T-47D. Synergy scores: CSS=12.7, Synergy_ZIP=-3.95, Synergy_Bliss=3.44, Synergy_Loewe=-2.20, Synergy_HSA=1.18. (4) Drug 1: CC1=C(C(CCC1)(C)C)C=CC(=CC=CC(=CC(=O)O)C)C. Drug 2: CC(C)CN1C=NC2=C1C3=CC=CC=C3N=C2N. Cell line: NCI-H460. Synergy scores: CSS=1.07, Synergy_ZIP=-0.178, Synergy_Bliss=1.54, Synergy_Loewe=1.28, Synergy_HSA=1.19. (5) Drug 1: CN(C)N=NC1=C(NC=N1)C(=O)N. Drug 2: CC1C(C(=O)NC(C(=O)N2CCCC2C(=O)N(CC(=O)N(C(C(=O)O1)C(C)C)C)C)C(C)C)NC(=O)C3=C4C(=C(C=C3)C)OC5=C(C(=O)C(=C(C5=N4)C(=O)NC6C(OC(=O)C(N(C(=O)CN(C(=O)C7CCCN7C(=O)C(NC6=O)C(C)C)C)C)C(C)C)C)N)C. Cell line: UO-31. Synergy scores: CSS=13.7, Synergy_ZIP=-4.74, Synergy_Bliss=1.30, Synergy_Loewe=0.183, Synergy_HSA=0.187.